From a dataset of Reaction yield outcomes from USPTO patents with 853,638 reactions. Predict the reaction yield, written as a fraction of the theoretical maximum amount of product (1.0 means a 100% yield; for example, 0.34 means a 34% yield). (1) The reactants are [F:1][C:2]1[CH:3]=[C:4]([N+:9]([O-:11])=[O:10])[CH:5]=[CH:6][C:7]=1F.Cl.[OH:13][CH2:14][C:15]1[N:16]=[CH:17][NH:18][CH:19]=1. The catalyst is C(N(CC)C(C)C)(C)C. The product is [F:1][C:2]1[CH:3]=[C:4]([N+:9]([O-:11])=[O:10])[CH:5]=[CH:6][C:7]=1[N:18]1[CH:19]=[C:15]([CH2:14][OH:13])[N:16]=[CH:17]1. The yield is 0.670. (2) The reactants are [CH3:1][O:2][C:3]1[CH:12]=[C:11]2[C:6]([CH2:7][CH2:8][N:9]([C:13]3[O:14][CH2:15][C:16](=[O:23])[C:17]=3[C:18]([O:20][CH2:21][CH3:22])=[O:19])[CH2:10]2)=[CH:5][CH:4]=1.[NH:24]1[C:32]2[C:27](=[CH:28][CH:29]=[CH:30][N:31]=2)[C:26]([CH:33]=O)=[CH:25]1. The catalyst is C(O)C.N1CCC[C@H]1C(O)=O. The product is [NH:24]1[C:32]2=[N:31][CH:30]=[CH:29][CH:28]=[C:27]2[C:26]([CH:33]=[C:15]2[O:14][C:13]([N:9]3[CH2:8][CH2:7][C:6]4[C:11](=[CH:12][C:3]([O:2][CH3:1])=[CH:4][CH:5]=4)[CH2:10]3)=[C:17]([C:18]([O:20][CH2:21][CH3:22])=[O:19])[C:16]2=[O:23])=[CH:25]1. The yield is 0.300. (3) The reactants are [S:1]1[CH:5]=[CH:4][N:3]=[C:2]1[C:6]1(O)[CH2:15][CH2:14][C:9]2([O:13][CH2:12][CH2:11][O:10]2)[CH2:8][CH2:7]1.S(Cl)(Cl)=O.O.CCOC(C)=O. The catalyst is N1C=CC=CC=1. The product is [O:10]1[C:9]2([CH2:14][CH2:15][C:6]([C:2]3[S:1][CH:5]=[CH:4][N:3]=3)=[CH:7][CH2:8]2)[O:13][CH2:12][CH2:11]1. The yield is 0.360. (4) The reactants are [CH2:1]([O:8][C:9]1[CH:14]=[CH:13][C:12]([CH2:15][CH:16]([O:20][CH2:21][CH3:22])[C:17]([OH:19])=[O:18])=[CH:11][CH:10]=1)[C:2]1[CH:7]=[CH:6][CH:5]=[CH:4][CH:3]=1.C(Cl)CCl.C(N(C(C)C)CC)(C)C.[CH:36]1[CH:41]=[CH:40][C:39]([CH:42]([NH2:45])[CH2:43][OH:44])=[CH:38][CH:37]=1. The yield is 0.370. The product is [CH2:1]([O:8][C:9]1[CH:10]=[CH:11][C:12]([CH2:15][C@H:16]([O:20][CH2:21][CH3:22])[C:17]([NH:45][C@H:42]([C:39]2[CH:40]=[CH:41][CH:36]=[CH:37][CH:38]=2)[CH2:43][OH:44])=[O:19])=[CH:13][CH:14]=1)[C:2]1[CH:3]=[CH:4][CH:5]=[CH:6][CH:7]=1.[CH2:1]([O:8][C:9]1[CH:14]=[CH:13][C:12]([CH2:15][C@@H:16]([O:20][CH2:21][CH3:22])[C:17]([NH:45][C@H:42]([C:39]2[CH:40]=[CH:41][CH:36]=[CH:37][CH:38]=2)[CH2:43][OH:44])=[O:18])=[CH:11][CH:10]=1)[C:2]1[CH:3]=[CH:4][CH:5]=[CH:6][CH:7]=1. The catalyst is ClCCl.CCCCCCC.C(OCC)(=O)C. (5) The reactants are S([N:11]1[CH:15]=[C:14]([NH2:16])[CH:13]=[N:12]1)(C1C=CC(C)=CC=1)(=O)=O.[C:17]1(=[O:27])[C:25]2[C:20](=[CH:21][CH:22]=[CH:23][CH:24]=2)[C:19](=[O:26])O1. The catalyst is CN(C=O)C.C(#N)C.O. The product is [NH:11]1[CH:15]=[C:14]([N:16]2[C:19](=[O:26])[C:20]3[C:25](=[CH:24][CH:23]=[CH:22][CH:21]=3)[C:17]2=[O:27])[CH:13]=[N:12]1. The yield is 0.920. (6) The reactants are [Cl:1][C:2]1[CH:30]=[CH:29][C:5]([CH2:6][CH:7]([N:16]([CH3:28])[C:17](=[O:27])[CH:18]=[C:19]2[C:23](=O)[O:22]C(C)(C)[O:20]2)[CH2:8][C:9]2[CH:14]=[CH:13][C:12]([Cl:15])=[CH:11][CH:10]=2)=[CH:4][CH:3]=1.C=O.[CH3:33][NH2:34].[CH3:35]O. No catalyst specified. The product is [Cl:15][C:12]1[CH:11]=[CH:10][C:9]([CH2:8][CH:7]([N:16]([CH3:28])[C:17]([C:18]2[CH2:33][N:34]([CH3:35])[C:23](=[O:22])[C:19]=2[OH:20])=[O:27])[CH2:6][C:5]2[CH:4]=[CH:3][C:2]([Cl:1])=[CH:30][CH:29]=2)=[CH:14][CH:13]=1. The yield is 0.560. (7) The reactants are [C:1]([CH:4]([CH2:7][CH:8]=[C:9]([CH3:11])[CH3:10])[CH2:5][OH:6])([CH3:3])=[CH2:2].[C:12](OC)(=[O:17])[CH:13]=[C:14]([CH3:16])[CH3:15]. The catalyst is CC(C)[O-].[Ti+4].CC(C)[O-].CC(C)[O-].CC(C)[O-].C(O)C. The product is [CH3:15][C:14]([CH3:16])=[CH:13][C:12]([O:6][CH2:5][CH:4]([C:1]([CH3:3])=[CH2:2])[CH2:7][CH:8]=[C:9]([CH3:11])[CH3:10])=[O:17]. The yield is 0.946. (8) The reactants are [CH3:1][N:2]([CH3:7])[S:3](Cl)(=[O:5])=[O:4].[NH2:8][C:9]1[CH:10]=[N:11][CH:12]=[C:13]([Br:15])[CH:14]=1.N1C=CC=CC=1. The catalyst is ClCCl. The product is [Br:15][C:13]1[CH:14]=[C:9]([NH:8][S:3]([N:2]([CH3:7])[CH3:1])(=[O:5])=[O:4])[CH:10]=[N:11][CH:12]=1. The yield is 0.930. (9) The reactants are [CH3:1][O:2][C:3]([C:5]1[CH:6]=[C:7]([C:31]2[CH:36]=[CH:35][CH:34]=[CH:33][CH:32]=2)[CH:8]=[C:9]([CH2:23][N:24]2[CH2:29][CH2:28][N:27]([CH3:30])[CH2:26][CH2:25]2)[C:10]=1[N:11]([S:13]([C:16]1[CH:21]=[CH:20][C:19]([OH:22])=[CH:18][CH:17]=1)(=[O:15])=[O:14])[CH3:12])=[O:4].[CH2:37](O)[C:38]#[C:39][CH3:40].C1(P(C2C=CC=CC=2)C2C=CC=CC=2)C=CC=CC=1.N(C(OCC)=O)=NC(OCC)=O. The catalyst is C1COCC1.C(OCC)(=O)C. The product is [CH3:1][O:2][C:3]([C:5]1[CH:6]=[C:7]([C:31]2[CH:36]=[CH:35][CH:34]=[CH:33][CH:32]=2)[CH:8]=[C:9]([CH2:23][N:24]2[CH2:25][CH2:26][N:27]([CH3:30])[CH2:28][CH2:29]2)[C:10]=1[N:11]([S:13]([C:16]1[CH:17]=[CH:18][C:19]([O:22][CH2:37][C:38]#[C:39][CH3:40])=[CH:20][CH:21]=1)(=[O:15])=[O:14])[CH3:12])=[O:4]. The yield is 0.930.